From a dataset of Forward reaction prediction with 1.9M reactions from USPTO patents (1976-2016). Predict the product of the given reaction. (1) Given the reactants [N:1]12[CH2:8][CH2:7][CH:4]([CH2:5][CH2:6]1)[C@@H:3]([O:9][C:10](N1C=CN=C1)=[O:11])[CH2:2]2.[C:17]1([CH:23]([C:25]2[CH:30]=[CH:29][CH:28]=[CH:27][C:26]=2[CH3:31])[OH:24])[CH:22]=[CH:21][CH:20]=[CH:19][CH:18]=1, predict the reaction product. The product is: [C:17]1([CH:23]([O:24][C:10](=[O:11])[O:9][C@@H:3]2[CH:4]3[CH2:5][CH2:6][N:1]([CH2:8][CH2:7]3)[CH2:2]2)[C:25]2[CH:30]=[CH:29][CH:28]=[CH:27][C:26]=2[CH3:31])[CH:18]=[CH:19][CH:20]=[CH:21][CH:22]=1. (2) Given the reactants O.[CH:2]([C:4]1[CH:9]=[CH:8][CH:7]=[CH:6][C:5]=1[CH:10]=[CH2:11])=[CH2:3].[C:12]1(=[O:18])[O:17][C:15](=[O:16])[CH:14]=[CH:13]1, predict the reaction product. The product is: [CH:2]([C:4]1[CH:9]=[CH:8][CH:7]=[CH:6][C:5]=1[CH:10]=[CH2:11])=[CH2:3].[C:15]1(=[O:16])[O:17][C:12](=[O:18])[CH:13]=[CH:14]1. (3) The product is: [CH2:42]([C:44]1[CH:49]=[CH:48][CH:47]=[CH:46][C:45]=1[NH:50][C:51]([NH:53][C:25]([NH:22][CH2:21][C:18]1[CH:19]=[CH:20][C:15]([C:12]2[N:13]=[CH:14][N:10]([C:7]3[CH:6]=[CH:5][C:4]([O:3][C:2]([F:1])([F:23])[F:24])=[CH:9][CH:8]=3)[N:11]=2)=[CH:16][CH:17]=1)=[O:36])=[S:52])[CH3:43]. Given the reactants [F:1][C:2]([F:24])([F:23])[O:3][C:4]1[CH:9]=[CH:8][C:7]([N:10]2[CH:14]=[N:13][C:12]([C:15]3[CH:20]=[CH:19][C:18]([CH2:21][NH2:22])=[CH:17][CH:16]=3)=[N:11]2)=[CH:6][CH:5]=1.[C:25](=[O:36])(OC(Cl)(Cl)Cl)OC(Cl)(Cl)Cl.C([O-])(=O)C.[Na+].[CH2:42]([C:44]1[CH:49]=[CH:48][CH:47]=[CH:46][C:45]=1[NH:50][C:51]([NH2:53])=[S:52])[CH3:43].C(=O)([O-])[O-].[Cs+].[Cs+], predict the reaction product. (4) Given the reactants [Cl:1][C:2]1[C:3]([NH:18][C:19]2[CH:24]=[CH:23][C:22]([Cl:25])=[CH:21][CH:20]=2)=[N:4][CH:5]=[C:6]([C:8]2[NH:12][C:11]3[CH:13]=[CH:14][C:15]([F:17])=[CH:16][C:10]=3[N:9]=2)[CH:7]=1.[H-].[Na+].I[CH3:29], predict the reaction product. The product is: [Cl:1][C:2]1[C:3]([NH:18][C:19]2[CH:20]=[CH:21][C:22]([Cl:25])=[CH:23][CH:24]=2)=[N:4][CH:5]=[C:6]([C:8]2[N:12]([CH3:29])[C:11]3[CH:13]=[CH:14][C:15]([F:17])=[CH:16][C:10]=3[N:9]=2)[CH:7]=1.